Dataset: Reaction yield outcomes from USPTO patents with 853,638 reactions. Task: Predict the reaction yield, written as a fraction of the theoretical maximum amount of product (1.0 means a 100% yield; for example, 0.34 means a 34% yield). (1) The reactants are [F:1][C:2]1[C:11]2[N:10]=[C:9]([CH3:12])[CH:8]=[CH:7][C:6]=2[C:5]([OH:13])=[CH:4][CH:3]=1.N1C=CC=CC=1.[F:20][C:21]([F:34])([F:33])[S:22](O[S:22]([C:21]([F:34])([F:33])[F:20])(=[O:24])=[O:23])(=[O:24])=[O:23].O. The catalyst is C(Cl)Cl. The product is [F:20][C:21]([F:34])([F:33])[S:22]([O:13][C:5]1[CH:4]=[CH:3][C:2]([F:1])=[C:11]2[C:6]=1[CH:7]=[CH:8][C:9]([CH3:12])=[N:10]2)(=[O:24])=[O:23]. The yield is 0.740. (2) The yield is 0.910. The product is [Br:1]/[CH:2]=[C:3]1\[CH2:11][CH2:10][CH2:9][C@@:8]2([CH3:12])[C@H:4]\1[CH2:5][C:6](=[O:21])/[C:7]/2=[CH:13]\[N:14]([CH2:15][CH2:16][C:17]1[CH:28]=[CH:27][CH:20]=[CH:19][CH:18]=1)[C:22](=[O:24])[CH3:23]. The reactants are [Br:1]/[CH:2]=[C:3]1/[C@H:4]2[C@:8]([CH3:12])([CH2:9][CH2:10][CH2:11]/1)/[C:7](=[CH:13]/[NH:14][C:15]1[CH:20]=[CH:19][CH:18]=[CH:17][CH:16]=1)/[C:6](=[O:21])[CH2:5]2.[C:22](Cl)(=[O:24])[CH3:23].N1C=CC=[CH:28][CH:27]=1. No catalyst specified. (3) The catalyst is C(Cl)Cl.O. The product is [Br:22][C:13]1[CH:12]=[N:11][C:10]([N:7]2[CH2:8][CH2:9][CH:4]([CH2:3][CH2:2][NH:1][C:29](=[O:34])[C:30]([CH3:33])([CH3:32])[CH3:31])[CH2:5][CH2:6]2)=[C:15]2[S:16][C:17]([C:19]([NH2:21])=[O:20])=[CH:18][C:14]=12. The reactants are [NH2:1][CH2:2][CH2:3][CH:4]1[CH2:9][CH2:8][N:7]([C:10]2[N:11]=[CH:12][C:13]([Br:22])=[C:14]3[CH:18]=[C:17]([C:19]([NH2:21])=[O:20])[S:16][C:15]=23)[CH2:6][CH2:5]1.N1C=CC=CC=1.[C:29](Cl)(=[O:34])[C:30]([CH3:33])([CH3:32])[CH3:31]. The yield is 0.470. (4) The reactants are [Cl:1][C:2]1[CH:10]=[C:6]([C:7]([OH:9])=O)[C:5]([OH:11])=[CH:4][CH:3]=1.[CH3:12][O:13][C:14]1[CH:20]=[CH:19][C:17]([NH2:18])=[CH:16][C:15]=1[C:21]([F:24])([F:23])[F:22]. No catalyst specified. The product is [Cl:1][C:2]1[CH:3]=[CH:4][C:5]([OH:11])=[C:6]([CH:10]=1)[C:7]([NH:18][C:17]1[CH:19]=[CH:20][C:14]([O:13][CH3:12])=[C:15]([C:21]([F:22])([F:23])[F:24])[CH:16]=1)=[O:9]. The yield is 0.791. (5) The reactants are C([O-])(=O)C.[K+].[Br:6][C:7]1[CH:8]=[C:9]2[C:14]3=[C:15]([CH2:17][CH2:18][N:13]3[C:12](=[O:19])[CH2:11][CH:10]2[C:20]2[CH:25]=[CH:24][CH:23]=[C:22]([Cl:26])[CH:21]=2)[CH:16]=1.OS([O-])=O.[Na+]. The catalyst is C(O)(=O)C. The product is [Br:6][C:7]1[CH:8]=[C:9]2[C:14]3=[C:15]([CH2:17][CH2:18][N:13]3[C:12](=[O:19])[CH:11]=[C:10]2[C:20]2[CH:25]=[CH:24][CH:23]=[C:22]([Cl:26])[CH:21]=2)[CH:16]=1. The yield is 0.820. (6) The reactants are [Al+3].[Cl-].[Cl-].[Cl-].[Cl:5][CH2:6][CH2:7][CH2:8][C:9](Cl)=[O:10].[CH3:12][O:13][N:14]([CH3:26])[C:15](=[O:25])[C:16]([CH3:24])([C:18]1[CH:23]=[CH:22][CH:21]=[CH:20][CH:19]=1)[CH3:17]. The catalyst is C(Cl)Cl. The product is [CH3:12][O:13][N:14]([CH3:26])[C:15](=[O:25])[C:16]([C:18]1[CH:23]=[CH:22][C:21]([C:9](=[O:10])[CH2:8][CH2:7][CH2:6][Cl:5])=[CH:20][CH:19]=1)([CH3:24])[CH3:17]. The yield is 0.630. (7) The reactants are [OH:1][C:2]1[C:11]2[C:6](=[CH:7][CH:8]=[CH:9][CH:10]=2)[NH:5][C:4](=[O:12])[C:3]=1[C:13]([O:15]C)=O.[CH:17]1([NH2:23])[CH2:22][CH2:21][CH2:20][CH2:19][CH2:18]1.C(OCC)C. The catalyst is C1(C)C=CC=CC=1. The product is [CH:17]1([NH:23][C:13]([C:3]2[C:4](=[O:12])[NH:5][C:6]3[C:11]([C:2]=2[OH:1])=[CH:10][CH:9]=[CH:8][CH:7]=3)=[O:15])[CH2:22][CH2:21][CH2:20][CH2:19][CH2:18]1. The yield is 0.350. (8) The reactants are [NH:1]1[CH:5]=[C:4]([C:6]2[C:7]3[CH:14]=[CH:13][N:12]([CH2:15][O:16][CH2:17][CH2:18][Si:19]([CH3:22])([CH3:21])[CH3:20])[C:8]=3[N:9]=[CH:10][N:11]=2)[CH:3]=[N:2]1.[C:23]1(=[O:29])[CH2:28][CH2:27][CH2:26][CH:25]=[CH:24]1.C1CCN2C(=NCCC2)CC1. The catalyst is C(#N)C. The product is [CH3:20][Si:19]([CH3:22])([CH3:21])[CH2:18][CH2:17][O:16][CH2:15][N:12]1[C:8]2[N:9]=[CH:10][N:11]=[C:6]([C:4]3[CH:5]=[N:1][N:2]([CH:25]4[CH2:26][CH2:27][CH2:28][C:23](=[O:29])[CH2:24]4)[CH:3]=3)[C:7]=2[CH:14]=[CH:13]1. The yield is 0.980. (9) The product is [CH:7]1[C:6]2[CH:5]([CH2:4][O:3][C:1]([NH:18][C@H:19]([CH:20]([CH3:21])[CH3:22])[C:23]([O:25][C@H:60](/[CH:61]=[CH:62]/[CH2:63][CH2:64][S:65][C:66]([C:67]3[CH:72]=[CH:71][CH:70]=[CH:69][CH:68]=3)([C:79]3[CH:84]=[CH:83][CH:82]=[CH:81][CH:80]=3)[C:73]3[CH:74]=[CH:75][CH:76]=[CH:77][CH:78]=3)[CH2:59][C:58]([NH:57][CH2:56][C:52]3[CH:53]=[CH:54][CH:55]=[C:50]([CH2:49][N:43]([CH2:36][C:37]4[CH:42]=[CH:41][CH:40]=[CH:39][CH:38]=4)[CH2:44][C:45]([O:47][CH3:48])=[O:46])[N:51]=3)=[O:86])=[O:24])=[O:2])[C:17]3[C:12](=[CH:13][CH:14]=[CH:15][CH:16]=3)[C:11]=2[CH:10]=[CH:9][CH:8]=1. The reactants are [C:1]([NH:18][C@H:19]([C:23]([OH:25])=[O:24])[CH:20]([CH3:22])[CH3:21])([O:3][CH2:4][CH:5]1[C:17]2[C:12](=[CH:13][CH:14]=[CH:15][CH:16]=2)[C:11]2[C:6]1=[CH:7][CH:8]=[CH:9][CH:10]=2)=[O:2].CCN(C(C)C)C(C)C.[Cl-].[CH2:36]([N:43]([CH2:49][C:50]1[CH:55]=[CH:54][CH:53]=[C:52]([CH2:56][NH:57][C:58](=[O:86])[CH2:59][C@H:60](O)/[CH:61]=[CH:62]/[CH2:63][CH2:64][S:65][C:66]([C:79]2[CH:84]=[CH:83][CH:82]=[CH:81][CH:80]=2)([C:73]2[CH:78]=[CH:77][CH:76]=[CH:75][CH:74]=2)[C:67]2[CH:72]=[CH:71][CH:70]=[CH:69][CH:68]=2)[N:51]=1)[CH2:44][C:45]([O:47][CH3:48])=[O:46])[C:37]1[CH:42]=[CH:41][CH:40]=[CH:39][CH:38]=1. The yield is 0.840. The catalyst is C1COCC1.CN(C1C=CN=CC=1)C.